From a dataset of Full USPTO retrosynthesis dataset with 1.9M reactions from patents (1976-2016). Predict the reactants needed to synthesize the given product. Given the product [N:11]1([CH2:10][C:9]2[CH:8]=[C:7]([O:17][CH3:18])[CH:6]=[C:3]3[C:2]=2[O:1][C:25](=[O:26])[C:24]([C:22]([OH:23])=[O:21])=[CH:4]3)[CH2:16][CH2:15][O:14][CH2:13][CH2:12]1, predict the reactants needed to synthesize it. The reactants are: [OH:1][C:2]1[C:9]([CH2:10][N:11]2[CH2:16][CH2:15][O:14][CH2:13][CH2:12]2)=[CH:8][C:7]([O:17][CH3:18])=[CH:6][C:3]=1[CH:4]=O.CC1(C)O[C:25](=[O:26])[CH2:24][C:22](=[O:23])[O:21]1.